Dataset: Forward reaction prediction with 1.9M reactions from USPTO patents (1976-2016). Task: Predict the product of the given reaction. (1) Given the reactants O[CH2:2][C:3]1[N:4]=[C:5]([C:8]2[CH:16]=[CH:15][CH:14]=[C:13]3[C:9]=2[CH:10]=[CH:11][N:12]3[C:17]([O:19][C:20]([CH3:23])([CH3:22])[CH3:21])=[O:18])[O:6][CH:7]=1.C1C=CC(P(C2C=CC=CC=2)C2C=CC=CC=2)=CC=1.C(Br)(Br)(Br)[Br:44], predict the reaction product. The product is: [Br:44][CH2:2][C:3]1[N:4]=[C:5]([C:8]2[CH:16]=[CH:15][CH:14]=[C:13]3[C:9]=2[CH:10]=[CH:11][N:12]3[C:17]([O:19][C:20]([CH3:23])([CH3:22])[CH3:21])=[O:18])[O:6][CH:7]=1. (2) Given the reactants Cl[C:2]1N=C(Cl)C=C[C:3]=1C(N)=O.CC1(C)C(C)(C)OB(C2CCN(C(OC(C)(C)C)=O)CC=2)O1.[C:34]([C:37]1[CH:38]=[CH:39][C:40]([C:57]2[CH2:62][CH2:61][N:60]([C:63](OC(C)(C)C)=[O:64])[CH2:59][CH:58]=2)=[N:41][C:42]=1[NH:43][C:44]1[CH:49]=[CH:48][C:47]([CH2:50][CH2:51][N:52]2[CH2:56][CH2:55][CH2:54][CH2:53]2)=[CH:46][CH:45]=1)(=[O:36])[NH2:35].O(C1C=C(C=CC=1)OC1N=CC(C2CCNCC2)=CC=1C(N)=O)C1C=CC=CC=1, predict the reaction product. The product is: [C:63]([N:60]1[CH2:59][CH:58]=[C:57]([C:40]2[CH:39]=[CH:38][C:37]([C:34]([NH2:35])=[O:36])=[C:42]([NH:43][C:44]3[CH:45]=[CH:46][C:47]([CH2:50][CH2:51][N:52]4[CH2:53][CH2:54][CH2:55][CH2:56]4)=[CH:48][CH:49]=3)[N:41]=2)[CH2:62][CH2:61]1)(=[O:64])[CH:2]=[CH2:3]. (3) Given the reactants S(C1C=CC(C)=CC=1)([O-])(=O)=O.[NH2:12][C@@H:13]([CH2:25][CH2:26][S:27][CH3:28])[C:14]([O:16][C@H:17]([C:19]1[CH:24]=[CH:23][CH:22]=[CH:21][CH:20]=1)[CH3:18])=[O:15].[P:29](Cl)(Cl)(=[O:41])[O:30][C:31]1[C:40]2[C:35](=[CH:36][CH:37]=[CH:38][CH:39]=2)[CH:34]=[CH:33][CH:32]=1.C(Cl)[Cl:45], predict the reaction product. The product is: [Cl:45][C:32]1[CH:33]=[CH:34][C:35]2[C:40](=[CH:39][CH:38]=[CH:37][CH:36]=2)[C:31]=1[O:30][P:29](=[N:12][C@@H:13]([CH2:25][CH2:26][S:27][CH3:28])[C:14]([O:16][C@H:17]([C:19]1[CH:24]=[CH:23][CH:22]=[CH:21][CH:20]=1)[CH3:18])=[O:15])=[O:41]. (4) Given the reactants [CH3:1][O:2][C:3]([C:5]1[C:9]([C:10](Cl)=[O:11])=[N:8][N:7]([CH3:13])[N:6]=1)=[O:4].C(N(C(C)C)C(C)C)C, predict the reaction product. The product is: [CH3:1][O:2][C:3]([C:5]1[C:9]([CH:10]=[O:11])=[N:8][N:7]([CH3:13])[N:6]=1)=[O:4]. (5) Given the reactants [OH:1][C:2]1[CH:3]=[C:4]([CH:29]=[C:30]([S:32]([F:37])([F:36])([F:35])([F:34])[F:33])[CH:31]=1)[C:5]([NH:7][C:8]1[CH:13]=[CH:12][C:11]([CH3:14])=[C:10]([N:15]2[C:22]3[N:18]([N:19]=[C:20]([C:23]4[CH:24]=[N:25][CH:26]=[CH:27][CH:28]=4)[CH:21]=3)[CH:17]=[CH:16]2)[CH:9]=1)=[O:6].CS(O[CH:43]1[CH2:47][CH2:46][N:45](C(OC(C)(C)C)=O)[CH2:44]1)(=O)=O.C(=O)([O-])[O-].[Cs+].[Cs+].[OH-].[Na+].FC(F)(F)C(O)=O, predict the reaction product. The product is: [CH3:14][C:11]1[CH:12]=[CH:13][C:8]([NH:7][C:5](=[O:6])[C:4]2[CH:3]=[C:2]([O:1][CH:43]3[CH2:47][CH2:46][NH:45][CH2:44]3)[CH:31]=[C:30]([S:32]([F:36])([F:35])([F:34])([F:37])[F:33])[CH:29]=2)=[CH:9][C:10]=1[N:15]1[C:22]2[N:18]([N:19]=[C:20]([C:23]3[CH:24]=[N:25][CH:26]=[CH:27][CH:28]=3)[CH:21]=2)[CH:17]=[CH:16]1.